The task is: Predict which catalyst facilitates the given reaction.. This data is from Catalyst prediction with 721,799 reactions and 888 catalyst types from USPTO. (1) Reactant: [C:1](Cl)([C:14]1[CH:19]=[CH:18][CH:17]=[CH:16][CH:15]=1)([C:8]1[CH:13]=[CH:12][CH:11]=[CH:10][CH:9]=1)[C:2]1[CH:7]=[CH:6][CH:5]=[CH:4][CH:3]=1.CN(C)C=O.[CH3:26][C:27]1[N:28]=[CH:29][NH:30][CH:31]=1.C(N(CC)CC)C. Product: [CH3:26][C:27]1[N:28]=[CH:29][N:30]([C:1]([C:14]2[CH:19]=[CH:18][CH:17]=[CH:16][CH:15]=2)([C:8]2[CH:13]=[CH:12][CH:11]=[CH:10][CH:9]=2)[C:2]2[CH:7]=[CH:6][CH:5]=[CH:4][CH:3]=2)[CH:31]=1. The catalyst class is: 22. (2) Reactant: [OH:1][C:2]1[N:3]=[C:4]([C:9]2[CH:10]=[C:11]([CH:16]=[CH:17][CH:18]=2)[C:12]([O:14]C)=[O:13])[NH:5][C:6](=[O:8])[CH:7]=1.[OH:19][C:20]1[N:21]=[C:22](C2C=C(C=CC=2)C(O)=O)NC(=O)C=1.S(=O)(=O)(O)O.[C:41](=[O:44])(O)[O-:42].[Na+].Cl. Product: [C:41]([CH2:22][NH:21][C:20]([C:7]1[C:6](=[O:8])[NH:5][C:4]([C:9]2[CH:10]=[C:11]([CH:16]=[CH:17][CH:18]=2)[C:12]([OH:14])=[O:13])=[N:3][C:2]=1[OH:1])=[O:19])([OH:42])=[O:44]. The catalyst class is: 72. (3) Reactant: Br[C:2]1[CH:3]=[CH:4][C:5]([N:22]2[CH2:27][CH2:26][O:25][CH2:24][CH2:23]2)=[C:6]([NH:8][C:9]2[C:18]3[C:13](=[C:14]([Cl:19])[CH:15]=[CH:16][CH:17]=3)[N:12]=[C:11]([CH3:20])[C:10]=2[CH3:21])[CH:7]=1.[NH:28]1[CH2:33][CH2:32][O:31][CH2:30][CH2:29]1.CC(C1C=C(C(C)C)C(C2C=CC=CC=2P(C2CCCCC2)C2CCCCC2)=C(C(C)C)C=1)C.C(=O)([O-])[O-].[Cs+].[Cs+]. Product: [Cl:19][C:14]1[CH:15]=[CH:16][CH:17]=[C:18]2[C:13]=1[N:12]=[C:11]([CH3:20])[C:10]([CH3:21])=[C:9]2[NH:8][C:6]1[CH:7]=[C:2]([N:28]2[CH2:33][CH2:32][O:31][CH2:30][CH2:29]2)[CH:3]=[CH:4][C:5]=1[N:22]1[CH2:27][CH2:26][O:25][CH2:24][CH2:23]1. The catalyst class is: 62. (4) Reactant: C([N:8]([CH2:28][C@H:29]([OH:41])[CH2:30][O:31][C:32]1[CH:40]=[CH:39][CH:38]=[C:37]2[C:33]=1[CH:34]=[CH:35][NH:36]2)[CH2:9][CH2:10][C:11]1[CH:16]=[CH:15][C:14]([S:17]([C:20]2[CH:25]=[CH:24][C:23]([O:26][CH3:27])=[CH:22][CH:21]=2)(=[O:19])=[O:18])=[CH:13][CH:12]=1)C1C=CC=CC=1.[H][H].[Cl:44]C1C=CC=CC=1. Product: [ClH:44].[NH:36]1[C:37]2[C:33](=[C:32]([O:31][CH2:30][C@@H:29]([OH:41])[CH2:28][NH:8][CH2:9][CH2:10][C:11]3[CH:12]=[CH:13][C:14]([S:17]([C:20]4[CH:21]=[CH:22][C:23]([O:26][CH3:27])=[CH:24][CH:25]=4)(=[O:19])=[O:18])=[CH:15][CH:16]=3)[CH:40]=[CH:39][CH:38]=2)[CH:34]=[CH:35]1. The catalyst class is: 43.